Dataset: Full USPTO retrosynthesis dataset with 1.9M reactions from patents (1976-2016). Task: Predict the reactants needed to synthesize the given product. (1) Given the product [F:1][C:2]1[CH:34]=[CH:33][CH:32]=[C:31]([F:35])[C:3]=1[C:4]([N:6]1[C:11](=[O:12])[N:10]([C:13]2[CH:18]=[CH:17][C:16]([S:19]([C:20]([F:29])([F:28])[C:21]([F:26])([F:27])[C:22]([F:23])([F:24])[F:25])=[O:44])=[CH:15][C:14]=2[F:30])[CH2:9][O:8][CH2:7]1)=[O:5], predict the reactants needed to synthesize it. The reactants are: [F:1][C:2]1[CH:34]=[CH:33][CH:32]=[C:31]([F:35])[C:3]=1[C:4]([N:6]1[C:11](=[O:12])[N:10]([C:13]2[CH:18]=[CH:17][C:16]([S:19][C:20]([F:29])([F:28])[C:21]([F:27])([F:26])[C:22]([F:25])([F:24])[F:23])=[CH:15][C:14]=2[F:30])[CH2:9][O:8][CH2:7]1)=[O:5].C1C=C(Cl)C=C(C(OO)=[O:44])C=1. (2) Given the product [CH2:18]([O:17][PH:8](=[O:25])[O:9][CH2:10][C:11]1[CH:12]=[CH:13][CH:14]=[CH:15][CH:16]=1)[C:19]1[CH:20]=[CH:21][CH:22]=[CH:23][CH:24]=1, predict the reactants needed to synthesize it. The reactants are: C1(O)C=CC=CC=1.[PH:8](=[O:25])([O:17][CH2:18][C:19]1[CH:24]=[CH:23][CH:22]=[CH:21][CH:20]=1)[O:9][CH2:10][C:11]1[CH:16]=[CH:15][CH:14]=[CH:13][CH:12]=1.OS(C(F)(F)F)(=O)=O.C(=O)([O-])[O-].[Cs+].[Cs+].